Dataset: Full USPTO retrosynthesis dataset with 1.9M reactions from patents (1976-2016). Task: Predict the reactants needed to synthesize the given product. (1) Given the product [Br:27][C:28]1[CH:36]=[CH:35][C:31]([C:32]([O:17][C@@H:9]2[C:10]3[C:15](=[CH:14][CH:13]=[CH:12][CH:11]=3)[CH2:16][C@@:8]2([CH2:1][C:2]2[CH:3]=[CH:4][CH:5]=[CH:6][CH:7]=2)[C:18]2[CH2:19][C:20]3[C:25]([CH:26]=2)=[CH:24][CH:23]=[CH:22][CH:21]=3)=[O:33])=[CH:30][CH:29]=1, predict the reactants needed to synthesize it. The reactants are: [CH2:1]([C@@:8]1([C:18]2[CH2:19][C:20]3[C:25]([CH:26]=2)=[CH:24][CH:23]=[CH:22][CH:21]=3)[CH2:16][C:15]2[C:10](=[CH:11][CH:12]=[CH:13][CH:14]=2)[C@H:9]1[OH:17])[C:2]1[CH:7]=[CH:6][CH:5]=[CH:4][CH:3]=1.[Br:27][C:28]1[CH:36]=[CH:35][C:31]([C:32](O)=[O:33])=[CH:30][CH:29]=1.C(N(C(C)C)CC)(C)C.ClC1C=CC=C(Cl)C=1C(Cl)=O. (2) Given the product [CH3:60][O:59][C:53]1[CH:52]=[C:51]([NH:50][C:48]([CH2:47][C:43]2[CH:42]=[C:41]([NH:40][C:16](=[O:18])[CH2:15][CH2:14][CH:10]3[CH2:11][CH2:12][CH2:13][NH:8][CH2:9]3)[CH:46]=[CH:45][CH:44]=2)=[O:49])[CH:56]=[CH:55][C:54]=1[O:57][CH3:58].[CH:6]([O-:7])=[O:5], predict the reactants needed to synthesize it. The reactants are: C([O:5][C:6]([N:8]1[CH2:13][CH2:12][CH2:11][CH:10]([CH2:14][CH2:15][C:16]([OH:18])=O)[CH2:9]1)=[O:7])(C)(C)C.C(Cl)CCl.C1C=CC2N(O)N=NC=2C=1.CN1CCOCC1.[NH2:40][C:41]1[CH:42]=[C:43]([CH2:47][C:48]([NH:50][C:51]2[CH:56]=[CH:55][C:54]([O:57][CH3:58])=[C:53]([O:59][CH3:60])[CH:52]=2)=[O:49])[CH:44]=[CH:45][CH:46]=1.